From a dataset of Forward reaction prediction with 1.9M reactions from USPTO patents (1976-2016). Predict the product of the given reaction. Given the reactants S(OC1C=CC(C[C@@H](C(O)=O)[NH2:15])=CC=1)(C(F)(F)F)(=O)=O.[C:21]1([S:36](Cl)(=[O:38])=[O:37])[C:34]2[C:33]3[C:28](=[CH:29][CH:30]=[CH:31][CH:32]=3)[C:27](=[O:35])[NH:26][C:25]=2[CH:24]=[CH:23][CH:22]=1.C1(C2C=CC=CC=2)C=CC=CC=1, predict the reaction product. The product is: [C:21]1([S:36]([NH2:15])(=[O:38])=[O:37])[C:34]2[C:33]3[C:28](=[CH:29][CH:30]=[CH:31][CH:32]=3)[C:27](=[O:35])[NH:26][C:25]=2[CH:24]=[CH:23][CH:22]=1.[C:27]([NH2:15])([NH2:26])=[O:35].